Dataset: Full USPTO retrosynthesis dataset with 1.9M reactions from patents (1976-2016). Task: Predict the reactants needed to synthesize the given product. (1) The reactants are: [CH3:1][C:2]([C:6]1[C:11]([C:12]#[C:13][Si](C)(C)C)=[CH:10][CH:9]=[CH:8][N:7]=1)([CH3:5])[C:3]#[N:4].C1COCC1.[OH-].[Na+].Cl. Given the product [C:12]([C:11]1[C:6]([C:2]([CH3:5])([CH3:1])[C:3]#[N:4])=[N:7][CH:8]=[CH:9][CH:10]=1)#[CH:13], predict the reactants needed to synthesize it. (2) Given the product [F:1][C:2]1[CH:3]=[CH:4][C:5]([CH2:6][CH:7]2[CH2:8][CH2:9][N:10]([CH2:16][C:17]([NH:19][C:20]3[CH:25]=[CH:24][C:23]([Cl:26])=[C:22]([Cl:27])[CH:21]=3)=[O:18])[CH2:11][CH2:12]2)=[CH:13][CH:14]=1, predict the reactants needed to synthesize it. The reactants are: [F:1][C:2]1[CH:14]=[CH:13][C:5]([CH2:6][CH:7]2[CH2:12][CH2:11][NH:10][CH2:9][CH2:8]2)=[CH:4][CH:3]=1.Cl[CH2:16][C:17]([NH:19][C:20]1[CH:25]=[CH:24][C:23]([Cl:26])=[C:22]([Cl:27])[CH:21]=1)=[O:18].C(=O)([O-])[O-].[K+].[K+]. (3) Given the product [Cl:9][C:3]1[C:2]([NH:1][C:10](=[O:17])[C:11]2[CH:16]=[CH:15][CH:14]=[CH:13][CH:12]=2)=[C:7]([Cl:8])[N:6]=[CH:5][N:4]=1, predict the reactants needed to synthesize it. The reactants are: [NH2:1][C:2]1[C:3]([Cl:9])=[N:4][CH:5]=[N:6][C:7]=1[Cl:8].[C:10](Cl)(=[O:17])[C:11]1[CH:16]=[CH:15][CH:14]=[CH:13][CH:12]=1. (4) Given the product [S:2]([O-:6])([O-:5])(=[O:4])=[O:3].[NH4+:1].[NH4+:1].[S:2](=[O:4])(=[O:3])([OH:6])[OH:5], predict the reactants needed to synthesize it. The reactants are: [NH3:1].[S:2](=[O:6])(=[O:5])([OH:4])[OH:3]. (5) Given the product [CH3:20][N:21]1[C:22]2[CH:27]=[CH:26][CH:25]=[CH:24][C:23]=2[N:28]=[C:39]1[CH2:38][CH2:37][CH2:36][CH:33]1[CH2:34][CH2:35][NH:30][CH2:31][CH2:32]1, predict the reactants needed to synthesize it. The reactants are: P(=O)(O)(O)O.O=P12OP3(OP(OP(O3)(O1)=O)(=O)O2)=O.[CH3:20][NH:21][C:22]1[C:23]([NH2:28])=[CH:24][CH:25]=[CH:26][CH:27]=1.Cl.[NH:30]1[CH2:35][CH2:34][CH:33]([CH2:36][CH2:37][CH2:38][C:39](O)=O)[CH2:32][CH2:31]1.[OH-].[Na+]. (6) Given the product [CH3:35][O:34][CH2:33][CH2:32][O:31][C:29](=[O:30])[N:8]([C:5]1[CH:6]=[CH:7][C:2]([Cl:1])=[CH:3][CH:4]=1)[C:9]1[N:17]=[C:16]([N:18]2[C:22]([CH3:23])=[CH:21][C:20]([CH3:24])=[N:19]2)[N:15]=[C:14]2[C:10]=1[N:11]=[CH:12][N:13]2[CH3:25], predict the reactants needed to synthesize it. The reactants are: [Cl:1][C:2]1[CH:7]=[CH:6][C:5]([NH:8][C:9]2[N:17]=[C:16]([N:18]3[C:22]([CH3:23])=[CH:21][C:20]([CH3:24])=[N:19]3)[N:15]=[C:14]3[C:10]=2[N:11]=[CH:12][N:13]3[CH3:25])=[CH:4][CH:3]=1.[H-].[Na+].Cl[C:29]([O:31][CH2:32][CH2:33][O:34][CH3:35])=[O:30].O. (7) Given the product [Cl:38][C:39]1[CH:40]=[CH:41][C:42]([C:45]2[CH:49]([C:50]3[CH:51]=[CH:52][CH:53]=[CH:54][CH:55]=3)[CH2:48][N:47]([C:13](=[O:15])[CH2:12][CH:11]([S:8]([C:5]3[CH:4]=[CH:3][C:2]([Cl:1])=[CH:7][CH:6]=3)(=[O:9])=[O:10])[CH3:16])[N:46]=2)=[CH:43][CH:44]=1, predict the reactants needed to synthesize it. The reactants are: [Cl:1][C:2]1[CH:7]=[CH:6][C:5]([S:8]([CH:11]([CH3:16])[CH2:12][C:13]([OH:15])=O)(=[O:10])=[O:9])=[CH:4][CH:3]=1.C(N(C(C)C)CC)(C)C.Cl.C(N=C=NCCCN(C)C)C.[Cl:38][C:39]1[CH:44]=[CH:43][C:42]([C:45]2[CH:49]([C:50]3[CH:55]=[CH:54][CH:53]=[CH:52][CH:51]=3)[CH2:48][NH:47][N:46]=2)=[CH:41][CH:40]=1. (8) Given the product [NH2:8][CH:7]1[N:19]([C:13]2[C:12]([Cl:11])=[CH:17][C:16]([Cl:18])=[CH:15][N:14]=2)[N:20]=[C:2]([CH:3]([CH3:5])[CH3:4])[CH:6]1[C:9]#[N:10], predict the reactants needed to synthesize it. The reactants are: Cl[C:2](=[C:6]([C:9]#[N:10])[C:7]#[N:8])[CH:3]([CH3:5])[CH3:4].[Cl:11][C:12]1[C:13]([NH:19][NH2:20])=[N:14][CH:15]=[C:16]([Cl:18])[CH:17]=1.C(N(CC)CC)C.